Dataset: Peptide-MHC class II binding affinity with 134,281 pairs from IEDB. Task: Regression. Given a peptide amino acid sequence and an MHC pseudo amino acid sequence, predict their binding affinity value. This is MHC class II binding data. The peptide sequence is SQDLELSWNLNGLQAY. The MHC is DRB1_1101 with pseudo-sequence DRB1_1101. The binding affinity (normalized) is 0.378.